Dataset: Forward reaction prediction with 1.9M reactions from USPTO patents (1976-2016). Task: Predict the product of the given reaction. (1) Given the reactants S(Cl)(Cl)(=O)=O.[CH3:29][NH:28][S:25]([C:22]1[CH:23]=[CH:24][C:19]([S:18][S:18][C:19]2[CH:24]=[CH:23][C:22]([S:25]([NH:28][CH3:29])(=[O:27])=[O:26])=[CH:21][CH:20]=2)=[CH:20][CH:21]=1)(=[O:27])=[O:26].[CH2:30]([O:32][C:33](=[O:46])[CH2:34][C:35]1[C:36]([CH3:45])=[CH:37][N:38]2[C:43]=1[CH:42]=[CH:41][C:40]([F:44])=[CH:39]2)[CH3:31], predict the reaction product. The product is: [CH2:30]([O:32][C:33](=[O:46])[CH2:34][C:35]1[C:36]([CH3:45])=[C:37]([S:18][C:19]2[CH:20]=[CH:21][C:22]([S:25](=[O:26])(=[O:27])[NH:28][CH3:29])=[CH:23][CH:24]=2)[N:38]2[C:43]=1[CH:42]=[CH:41][C:40]([F:44])=[CH:39]2)[CH3:31]. (2) Given the reactants [Br:1][C:2]1[CH:3]=[C:4](/[CH:10]=[C:11](\[NH:16][C:17]([O:19][C:20]([CH3:23])([CH3:22])[CH3:21])=[O:18])/[C:12]([O:14][CH3:15])=[O:13])[CH:5]=[CH:6][C:7]=1[O:8][CH3:9], predict the reaction product. The product is: [Br:1][C:2]1[CH:3]=[C:4]([CH:5]=[CH:6][C:7]=1[O:8][CH3:9])[CH2:10][C@@H:11]([C:12]([O:14][CH3:15])=[O:13])[NH:16][C:17]([O:19][C:20]([CH3:23])([CH3:22])[CH3:21])=[O:18]. (3) Given the reactants C[N:2](C)/[CH:3]=[CH:4]/[C:5]([C:7]1[C:12](=[O:13])[CH:11]=[CH:10][N:9]([C:14]2[CH:19]=[CH:18][CH:17]=[C:16]([O:20][C:21]([F:24])([F:23])[F:22])[CH:15]=2)[N:8]=1)=O.[C:26]1([NH:32]N)[CH:31]=[CH:30][CH:29]=[CH:28][CH:27]=1, predict the reaction product. The product is: [C:26]1([N:32]2[C:5]([C:7]3[C:12](=[O:13])[CH:11]=[CH:10][N:9]([C:14]4[CH:19]=[CH:18][CH:17]=[C:16]([O:20][C:21]([F:24])([F:23])[F:22])[CH:15]=4)[N:8]=3)=[CH:4][CH:3]=[N:2]2)[CH:31]=[CH:30][CH:29]=[CH:28][CH:27]=1. (4) Given the reactants [F:1][C:2]1[C:11]2[O:10][CH2:9][CH:8]([NH:12][CH2:13][CH2:14][CH2:15][C:16]3[C:24]4[C:19](=[C:20]([O:25][CH3:26])[CH:21]=[CH:22][CH:23]=4)[NH:18][CH:17]=3)[CH2:7][C:6]=2[C:5]([C:27]([NH2:29])=[O:28])=[CH:4][CH:3]=1.[CH:30](=O)[CH2:31][CH3:32].C(O)(=O)C.C([BH3-])#N.[Na+], predict the reaction product. The product is: [F:1][C:2]1[C:11]2[O:10][CH2:9][CH:8]([N:12]([CH2:13][CH2:14][CH2:15][C:16]3[C:24]4[C:19](=[C:20]([O:25][CH3:26])[CH:21]=[CH:22][CH:23]=4)[NH:18][CH:17]=3)[CH2:30][CH2:31][CH3:32])[CH2:7][C:6]=2[C:5]([C:27]([NH2:29])=[O:28])=[CH:4][CH:3]=1.